This data is from Reaction yield outcomes from USPTO patents with 853,638 reactions. The task is: Predict the reaction yield, written as a fraction of the theoretical maximum amount of product (1.0 means a 100% yield; for example, 0.34 means a 34% yield). (1) The reactants are [CH2:1](Br)[C:2]([C:4]1[CH:9]=[CH:8][CH:7]=[CH:6][CH:5]=1)=O.[CH:11]([O-:13])=O.[NH4+:14]. The catalyst is C(O)=O.O.[OH-].[Na+]. The product is [C:4]1([C:2]2[N:14]=[CH:11][O:13][CH:1]=2)[CH:9]=[CH:8][CH:7]=[CH:6][CH:5]=1. The yield is 0.340. (2) The reactants are [CH2:1]([C:3]1(O)[CH2:8][CH:7]2[CH2:9][CH:4]1[CH2:5][CH2:6]2)[CH3:2].O.C1(C)C=CC(S(O)(=O)=O)=CC=1. The catalyst is C1C=CC=CC=1. The product is [CH:1](=[C:3]1[CH2:8][CH:7]2[CH2:9][CH:4]1[CH2:5][CH2:6]2)[CH3:2]. The yield is 0.788. (3) The reactants are C([O:20][CH2:21][C:22]1[CH:34]=[CH:33][C:32]2[C:31]3[C:26](=[CH:27][C:28]([CH2:35][O:36]C(C4C=CC=CC=4)(C4C=CC=CC=4)C4C=CC=CC=4)=[CH:29][CH:30]=3)[NH:25][C:24]=2[CH:23]=1)(C1C=CC=CC=1)(C1C=CC=CC=1)C1C=CC=CC=1.[CH2:56]([O:64][C:65]1[CH:70]=[CH:69][C:68](I)=[CH:67][CH:66]=1)[CH2:57][CH2:58][CH2:59][CH2:60][CH2:61][CH2:62][CH3:63].[OH-].[K+].C1(C)C=CC=CC=1. The catalyst is [Cu]Cl.N1C2C(=CC=C3C=2N=CC=C3)C=CC=1.O. The product is [CH2:56]([O:64][C:65]1[CH:70]=[CH:69][C:68]([N:25]2[C:26]3[CH:27]=[C:28]([CH2:35][OH:36])[CH:29]=[CH:30][C:31]=3[C:32]3[C:24]2=[CH:23][C:22]([CH2:21][OH:20])=[CH:34][CH:33]=3)=[CH:67][CH:66]=1)[CH2:57][CH2:58][CH2:59][CH2:60][CH2:61][CH2:62][CH3:63]. The yield is 0.940. (4) The reactants are [CH3:1][O:2][C:3]([C@@H:5]1[CH2:9][CH2:8][N:7]([CH2:10][C:11]2[N:20]=[CH:19][C:18]3[C:13](=[CH:14][CH:15]=[C:16]([O:21]C)[CH:17]=3)[N:12]=2)[CH2:6]1)=[O:4].C(Cl)Cl.B(Br)(Br)Br. The catalyst is CO. The product is [CH3:1][O:2][C:3]([C@@H:5]1[CH2:9][CH2:8][N:7]([CH2:10][C:11]2[N:20]=[CH:19][C:18]3[C:13](=[CH:14][CH:15]=[C:16]([OH:21])[CH:17]=3)[N:12]=2)[CH2:6]1)=[O:4]. The yield is 0.940.